This data is from Reaction yield outcomes from USPTO patents with 853,638 reactions. The task is: Predict the reaction yield, written as a fraction of the theoretical maximum amount of product (1.0 means a 100% yield; for example, 0.34 means a 34% yield). (1) The reactants are Br[C:2]1[C:6]([CH3:7])=[CH:5][S:4][CH:3]=1.[CH:8]([C:10]1[CH:15]=[CH:14][CH:13]=[CH:12][C:11]=1B(O)O)=[O:9].C(#N)C.C(=O)([O-])[O-].[Na+].[Na+]. The catalyst is Cl[Pd](Cl)([P](C1C=CC=CC=1)(C1C=CC=CC=1)C1C=CC=CC=1)[P](C1C=CC=CC=1)(C1C=CC=CC=1)C1C=CC=CC=1.C(OCC)(=O)C. The product is [CH3:7][C:6]1[C:2]([C:11]2[CH:12]=[CH:13][CH:14]=[CH:15][C:10]=2[CH:8]=[O:9])=[CH:3][S:4][CH:5]=1. The yield is 0.780. (2) The reactants are [CH3:1][O:2][C:3]1[CH:4]=[C:5]([N:12]2[CH2:17][CH2:16][CH:15]([N:18]3[CH2:23][CH2:22][P:21](=[O:25])([CH3:24])[CH2:20][CH2:19]3)[CH2:14][CH2:13]2)[CH:6]=[CH:7][C:8]=1[N+:9]([O-])=O. The catalyst is [Pd].C(O)C. The product is [CH3:1][O:2][C:3]1[CH:4]=[C:5]([N:12]2[CH2:17][CH2:16][CH:15]([N:18]3[CH2:19][CH2:20][P:21]([CH3:24])(=[O:25])[CH2:22][CH2:23]3)[CH2:14][CH2:13]2)[CH:6]=[CH:7][C:8]=1[NH2:9]. The yield is 0.980. (3) The yield is 0.440. The catalyst is C(O)C. The product is [CH3:28][C:27]1[N:1]([C:2]2[CH:3]=[CH:4][C:5]([O:19][CH2:20][CH2:21][CH3:22])=[C:6]([C:8]3[NH:13][C:12](=[O:14])[C:11]([CH2:15][CH3:16])=[C:10]([CH2:17][CH3:18])[N:9]=3)[CH:7]=2)[C:24]([CH3:23])=[CH:25][CH:26]=1. The reactants are [NH2:1][C:2]1[CH:3]=[CH:4][C:5]([O:19][CH2:20][CH2:21][CH3:22])=[C:6]([C:8]2[NH:13][C:12](=[O:14])[C:11]([CH2:15][CH3:16])=[C:10]([CH2:17][CH3:18])[N:9]=2)[CH:7]=1.[CH3:23][C:24](=O)[CH2:25][CH2:26][C:27](=O)[CH3:28].C(O)(=O)C. (4) The reactants are [C:1]([NH:9][CH2:10][C:11]1([C:17]([O:19]CC)=[O:18])[CH2:16][CH2:15][CH2:14][CH2:13][CH2:12]1)(=[O:8])[C:2]1[CH:7]=[CH:6][CH:5]=[CH:4][CH:3]=1.[OH-].[K+].O. The catalyst is C(O)C. The product is [C:1]([NH:9][CH2:10][C:11]1([C:17]([OH:19])=[O:18])[CH2:16][CH2:15][CH2:14][CH2:13][CH2:12]1)(=[O:8])[C:2]1[CH:7]=[CH:6][CH:5]=[CH:4][CH:3]=1. The yield is 0.740.